This data is from Full USPTO retrosynthesis dataset with 1.9M reactions from patents (1976-2016). The task is: Predict the reactants needed to synthesize the given product. The reactants are: [CH3:1][C:2]([CH2:17][CH2:18][CH:19]=[C:20]([CH3:22])[CH3:21])=[CH:3][CH2:4][O:5][C:6]1[CH:11]=[CH:10][C:9]([CH2:12][CH2:13][C:14](O)=[O:15])=[CH:8][CH:7]=1.C(N1C=CN=C1)(N1C=CN=C1)=O.N1C=CN=C1.[H-].[Na+].[NH2:42][C:43]1[S:44][S:45][C:46](=[S:48])[N:47]=1. Given the product [CH3:1][C:2]([CH2:17][CH2:18][CH:19]=[C:20]([CH3:22])[CH3:21])=[CH:3][CH2:4][O:5][C:6]1[CH:11]=[CH:10][C:9]([CH2:12][CH2:13][C:14]([NH:42][C:43]2[S:44][S:45][C:46](=[S:48])[N:47]=2)=[O:15])=[CH:8][CH:7]=1, predict the reactants needed to synthesize it.